Dataset: Forward reaction prediction with 1.9M reactions from USPTO patents (1976-2016). Task: Predict the product of the given reaction. (1) The product is: [CH3:15][C:12]1([CH3:16])[CH:11]2[CH:13]1[CH2:14][NH:9][C:10]2=[O:17]. Given the reactants Cl.C(OC([N:9]1[CH2:14][CH:13]2[CH:11]([C:12]2([CH3:16])[CH3:15])[C:10]1=[O:17])=O)(C)(C)C, predict the reaction product. (2) The product is: [Cl:1][C:2]1[CH:7]=[CH:6][C:5]([C:8]2[C:14]3[CH:15]=[CH:16][CH:17]=[CH:18][C:13]=3[N:12]3[C:19]([CH3:22])=[N:20][N:21]=[C:11]3[CH:10]([CH2:23][C:24]([N:71]3[CH2:72][C:69]4([S:66](=[O:73])(=[O:65])[CH2:67][CH2:68]4)[CH2:70]3)=[O:26])[CH:9]=2)=[CH:4][CH:3]=1. Given the reactants [Cl:1][C:2]1[CH:7]=[CH:6][C:5]([C:8]2[C:14]3[CH:15]=[CH:16][CH:17]=[CH:18][C:13]=3[N:12]3[C:19]([CH3:22])=[N:20][N:21]=[C:11]3[CH:10]([CH2:23][C:24]([OH:26])=O)[CH:9]=2)=[CH:4][CH:3]=1.CN(C(ON1N=NC2C=CC=NC1=2)=[N+](C)C)C.F[P-](F)(F)(F)(F)F.C(N(CC)CC)C.OC(C(F)(F)F)=O.[O:65]=[S:66]1(=[O:73])[C:69]2([CH2:72][NH:71][CH2:70]2)[CH2:68][CH2:67]1, predict the reaction product. (3) Given the reactants [C:1]([O:5][C:6]([N:8]1[CH2:13][CH2:12][CH2:11][CH2:10][CH2:9]1)=[O:7])([CH3:4])([CH3:3])[CH3:2].[Cl:14][C:15]1[C:20]([O:21][CH3:22])=[C:19](Cl)[N:18]=[CH:17][N:16]=1.CC[N:26](C(C)C)C(C)C, predict the reaction product. The product is: [C:1]([O:5][C:6]([N:8]1[CH2:13][CH2:12][CH2:11][C@H:10]([NH:26][C:19]2[C:20]([O:21][CH3:22])=[C:15]([Cl:14])[N:16]=[CH:17][N:18]=2)[CH2:9]1)=[O:7])([CH3:4])([CH3:2])[CH3:3]. (4) Given the reactants CN(C)CCOCCN(C)C.C([Mg]Cl)(C)C.I[C:18]1[CH:19]=[C:20]([CH:23]=[CH:24][CH:25]=1)[C:21]#[N:22].[N:26]1[CH:31]=[CH:30][C:29]([CH:32]=[O:33])=[CH:28][CH:27]=1, predict the reaction product. The product is: [OH:33][CH:32]([C:29]1[CH:30]=[CH:31][N:26]=[CH:27][CH:28]=1)[C:18]1[CH:19]=[C:20]([CH:23]=[CH:24][CH:25]=1)[C:21]#[N:22]. (5) Given the reactants [ClH:1].C(O[C:7]([N:9](C)[CH2:10][CH2:11][C@H:12]1[CH2:17][CH2:16][C@H:15]([CH2:18][CH2:19][CH2:20][O:21][S:22]([CH3:25])(=[O:24])=[O:23])[CH2:14][CH2:13]1)=O)(C)(C)C, predict the reaction product. The product is: [ClH:1].[CH3:7][NH:9][CH2:10][CH2:11][C@H:12]1[CH2:17][CH2:16][C@H:15]([CH2:18][CH2:19][CH2:20][O:21][S:22]([CH3:25])(=[O:24])=[O:23])[CH2:14][CH2:13]1. (6) Given the reactants [CH:1]1[N:6]=[C:5](Cl)[C:4]2[N:8]=[CH:9][N:10]([C@@H:11]3[O:15][C@H:14]([CH2:16][OH:17])[C@@H:13]([OH:18])[C@H:12]3[OH:19])[C:3]=2[N:2]=1.Cl.[N+:21]([C:24]1[CH:31]=[CH:30][C:27]([CH2:28][NH2:29])=[CH:26][CH:25]=1)([O-:23])=[O:22].C(N(C(C)C)CC)(C)C, predict the reaction product. The product is: [N+:21]([C:24]1[CH:25]=[CH:26][C:27]([CH2:28][NH:29][C:5]2[C:4]3[N:8]=[CH:9][N:10]([C:3]=3[N:2]=[CH:1][N:6]=2)[C@@H:11]2[O:15][C@H:14]([CH2:16][OH:17])[C@@H:13]([OH:18])[C@H:12]2[OH:19])=[CH:30][CH:31]=1)([O-:23])=[O:22]. (7) The product is: [OH:21][CH2:20][CH:19]([C:16]1[CH:15]=[CH:14][C:13]([N:8]2[CH2:7][C:6]3[C:10](=[CH:11][C:3]([O:2][CH3:1])=[CH:4][CH:5]=3)[C:9]2=[O:12])=[CH:18][CH:17]=1)[CH3:23]. Given the reactants [CH3:1][O:2][C:3]1[CH:11]=[C:10]2[C:6]([CH2:7][N:8]([C:13]3[CH:18]=[CH:17][C:16]([CH:19]([CH3:23])[C:20](O)=[O:21])=[CH:15][CH:14]=3)[C:9]2=[O:12])=[CH:5][CH:4]=1.B.O1CCCC1, predict the reaction product. (8) Given the reactants [C:1]([N:5]1[CH2:10][CH2:9][CH2:8][C@@H:7]([NH:11][C:12]2[C:17]([F:18])=[CH:16][N:15]=[C:14]([NH:19][C:20]3[CH:37]=[CH:36][C:23]4[CH2:24][N:25](C(OC(C)(C)C)=O)[CH2:26][CH2:27][CH2:28][C:22]=4[CH:21]=3)[N:13]=2)[CH2:6]1)(=[O:4])[CH:2]=[CH2:3].C(O)(C(F)(F)F)=O, predict the reaction product. The product is: [F:18][C:17]1[C:12]([NH:11][C@@H:7]2[CH2:8][CH2:9][CH2:10][N:5]([C:1](=[O:4])[CH:2]=[CH2:3])[CH2:6]2)=[N:13][C:14]([NH:19][C:20]2[CH:37]=[CH:36][C:23]3[CH2:24][NH:25][CH2:26][CH2:27][CH2:28][C:22]=3[CH:21]=2)=[N:15][CH:16]=1.